Dataset: Catalyst prediction with 721,799 reactions and 888 catalyst types from USPTO. Task: Predict which catalyst facilitates the given reaction. (1) The catalyst class is: 1. Product: [ClH:28].[CH2:1]([O:8][C:9]1[CH:16]=[CH:15][C:12]([C:13]([NH2:23])=[NH:14])=[C:11]([F:17])[CH:10]=1)[C:2]1[CH:3]=[CH:4][CH:5]=[CH:6][CH:7]=1. Reactant: [CH2:1]([O:8][C:9]1[CH:16]=[CH:15][C:12]([C:13]#[N:14])=[C:11]([F:17])[CH:10]=1)[C:2]1[CH:7]=[CH:6][CH:5]=[CH:4][CH:3]=1.[Li+].C[Si]([N-:23][Si](C)(C)C)(C)C.[ClH:28]. (2) Reactant: [OH:1][C:2]1[C:7]([C:8](=[O:10])[CH3:9])=[C:6]([O:11][CH2:12][C:13]([O:15]C)=[O:14])[CH:5]=[CH:4][CH:3]=1.[Br:17][C:18]1[CH:25]=[CH:24][C:21]([CH:22]=O)=[CH:20][CH:19]=1.[OH-].[K+].Cl. Product: [Br:17][C:18]1[CH:25]=[CH:24][C:21]([CH:22]=[CH:9][C:8]([C:7]2[C:2]([OH:1])=[CH:3][CH:4]=[CH:5][C:6]=2[O:11][CH2:12][C:13]([OH:15])=[O:14])=[O:10])=[CH:20][CH:19]=1. The catalyst class is: 40. (3) Reactant: [CH3:1][CH:2]([CH2:5][OH:6])[CH2:3][OH:4].[C:7]1([CH3:17])[CH:12]=[CH:11][C:10]([S:13](Cl)(=[O:15])=[O:14])=[CH:9][CH:8]=1.[OH2:18]. Product: [S:13]([O:4][CH2:3][CH:2]([CH3:1])[CH2:5][O:6][S:13]([C:10]1[CH:11]=[CH:12][C:7]([CH3:17])=[CH:8][CH:9]=1)(=[O:14])=[O:18])([C:10]1[CH:11]=[CH:12][C:7]([CH3:17])=[CH:8][CH:9]=1)(=[O:15])=[O:14]. The catalyst class is: 17. (4) Reactant: Cl[C:2]1[C:11]2[C:6](=[CH:7][CH:8]=[CH:9][CH:10]=2)[N:5]=[C:4]([C:12]([F:21])([F:20])[C:13]2[CH:18]=[CH:17][C:16]([F:19])=[CH:15][N:14]=2)[N:3]=1.C1(P(C2C=CC=CC=2)C2C3OC4C(=CC=CC=4P(C4C=CC=CC=4)C4C=CC=CC=4)C(C)(C)C=3C=CC=2)C=CC=CC=1.[CH3:64][C:65]1[S:69][C:68]([NH2:70])=[N:67][CH:66]=1.C([O-])([O-])=O.[Na+].[Na+]. Product: [F:20][C:12]([F:21])([C:13]1[CH:18]=[CH:17][C:16]([F:19])=[CH:15][N:14]=1)[C:4]1[N:3]=[C:2]([NH:70][C:68]2[S:69][C:65]([CH3:64])=[CH:66][N:67]=2)[C:11]2[C:6](=[CH:7][CH:8]=[CH:9][CH:10]=2)[N:5]=1. The catalyst class is: 11. (5) Reactant: Cl.[NH2:2][CH2:3][CH2:4][CH2:5][CH2:6][C:7]1[N:8]([CH2:21][CH:22]([CH3:24])[CH3:23])[C:9]2[C:18]3[CH:17]=[CH:16][CH:15]=[CH:14][C:13]=3[N:12]=[C:11]([NH2:19])[C:10]=2[N:20]=1.C(N(CC)CC)C.[C:32](Cl)(=[O:39])[C:33]1[CH:38]=[CH:37][CH:36]=[CH:35][CH:34]=1. Product: [NH2:19][C:11]1[C:10]2[N:20]=[C:7]([CH2:6][CH2:5][CH2:4][CH2:3][NH:2][C:32](=[O:39])[C:33]3[CH:38]=[CH:37][CH:36]=[CH:35][CH:34]=3)[N:8]([CH2:21][CH:22]([CH3:24])[CH3:23])[C:9]=2[C:18]2[CH:17]=[CH:16][CH:15]=[CH:14][C:13]=2[N:12]=1. The catalyst class is: 4. (6) Reactant: [F:1][C:2]1[CH:7]=[CH:6][CH:5]=[CH:4][C:3]=1Br.C([Li])CCC.CCCCCC.[Cl:20][C:21]1[CH:28]=[CH:27][C:24]([CH:25]=[O:26])=[CH:23][CH:22]=1.[Cl-].[NH4+]. Product: [Cl:20][C:21]1[CH:28]=[CH:27][C:24]([CH:25]([C:3]2[CH:4]=[CH:5][CH:6]=[CH:7][C:2]=2[F:1])[OH:26])=[CH:23][CH:22]=1. The catalyst class is: 1.